This data is from NCI-60 drug combinations with 297,098 pairs across 59 cell lines. The task is: Regression. Given two drug SMILES strings and cell line genomic features, predict the synergy score measuring deviation from expected non-interaction effect. Drug 1: CCC1(CC2CC(C3=C(CCN(C2)C1)C4=CC=CC=C4N3)(C5=C(C=C6C(=C5)C78CCN9C7C(C=CC9)(C(C(C8N6C)(C(=O)OC)O)OC(=O)C)CC)OC)C(=O)OC)O.OS(=O)(=O)O. Drug 2: C1=NC2=C(N=C(N=C2N1C3C(C(C(O3)CO)O)F)Cl)N. Cell line: SF-268. Synergy scores: CSS=0.825, Synergy_ZIP=-0.611, Synergy_Bliss=1.80, Synergy_Loewe=-0.583, Synergy_HSA=0.0600.